Dataset: Catalyst prediction with 721,799 reactions and 888 catalyst types from USPTO. Task: Predict which catalyst facilitates the given reaction. Reactant: [C:1]1([CH2:7][CH2:8][C:9]([NH:11][C:12]2[C:17]([CH2:18]P(=O)(OCC)OCC)=[CH:16][CH:15]=[CH:14][N:13]=2)=O)[CH:6]=[CH:5][CH:4]=[CH:3][CH:2]=1.C(O[K])(C)(C)C. Product: [C:1]1([CH2:7][CH2:8][C:9]2[NH:11][C:12]3=[N:13][CH:14]=[CH:15][CH:16]=[C:17]3[CH:18]=2)[CH:2]=[CH:3][CH:4]=[CH:5][CH:6]=1. The catalyst class is: 359.